Dataset: Reaction yield outcomes from USPTO patents with 853,638 reactions. Task: Predict the reaction yield, written as a fraction of the theoretical maximum amount of product (1.0 means a 100% yield; for example, 0.34 means a 34% yield). The reactants are [CH:1]([C@H:14]1[CH2:20][C@H:19]2[C@H:17]([O:18]2)[CH2:16][O:15]1)([C:8]1[CH:13]=[CH:12][CH:11]=[CH:10][CH:9]=1)[C:2]1[CH:7]=[CH:6][CH:5]=[CH:4][CH:3]=1.C([C@H]1OC[C@H](O)CC1)(C1C=CC=CC=1)C1C=CC=CC=1. The catalyst is CCCCC. The product is [CH:1]([C@@H:14]1[O:15][CH2:16][C@@H:17]([OH:18])[CH2:19][CH2:20]1)([C:8]1[CH:13]=[CH:12][CH:11]=[CH:10][CH:9]=1)[C:2]1[CH:3]=[CH:4][CH:5]=[CH:6][CH:7]=1. The yield is 0.700.